Dataset: Full USPTO retrosynthesis dataset with 1.9M reactions from patents (1976-2016). Task: Predict the reactants needed to synthesize the given product. (1) Given the product [Cl:1][C:2]1[C:3]([N+:14]([O-:16])=[O:15])=[C:4]([CH:7]=[C:8]([O:12][CH3:13])[C:9]=1[O:10][CH3:11])[C:5]#[N:17], predict the reactants needed to synthesize it. The reactants are: [Cl:1][C:2]1[C:3]([N+:14]([O-:16])=[O:15])=[C:4]([CH:7]=[C:8]([O:12][CH3:13])[C:9]=1[O:10][CH3:11])[CH:5]=O.[NH2:17]O.Cl.C([O-])=O.[Na+]. (2) Given the product [O:8]1[C:12]2[CH:13]=[CH:14][CH:15]=[CH:16][C:11]=2[C:10]([NH:17][C:18]([N:20]2[CH2:25][CH2:24][N:23]([C:34]([O:36][CH:37]([CH3:39])[CH3:38])=[O:35])[CH2:22][CH2:21]2)=[O:19])=[N:9]1, predict the reactants needed to synthesize it. The reactants are: FC(F)(F)C(O)=O.[O:8]1[C:12]2[CH:13]=[CH:14][CH:15]=[CH:16][C:11]=2[C:10]([NH:17][C:18]([N:20]2[CH2:25][CH2:24][NH:23][CH2:22][CH2:21]2)=[O:19])=[N:9]1.C(N(CC)CC)C.Cl[C:34]([O:36][CH:37]([CH3:39])[CH3:38])=[O:35].O. (3) Given the product [F:1][C:2]1[CH:3]=[C:4]([O:5][CH2:6][CH2:7][CH2:8][CH:9]2[CH2:14][CH2:13][NH:12][CH2:11][CH2:10]2)[CH:22]=[CH:23][C:24]=1[C:25]([O:27][CH3:28])=[O:26], predict the reactants needed to synthesize it. The reactants are: [F:1][C:2]1[CH:3]=[C:4]([CH:22]=[CH:23][C:24]=1[C:25]([O:27][CH3:28])=[O:26])[O:5][CH2:6][CH2:7][CH2:8][CH:9]1[CH2:14][CH2:13][N:12](C(OC(C)(C)C)=O)[CH2:11][CH2:10]1.Cl. (4) Given the product [Cl:1][C:2]1[N:6]2[CH:7]=[C:8]([N:28]3[CH:32]=[CH:31][N:30]=[CH:29]3)[CH:9]=[C:10]([C:11]([F:13])([F:12])[F:14])[C:5]2=[N:4][C:3]=1[C:24]([O:26][CH3:27])=[O:25], predict the reactants needed to synthesize it. The reactants are: [Cl:1][C:2]1[N:6]2[CH:7]=[C:8](B3OC(C)(C)C(C)(C)O3)[CH:9]=[C:10]([C:11]([F:14])([F:13])[F:12])[C:5]2=[N:4][C:3]=1[C:24]([O:26][CH3:27])=[O:25].[NH:28]1[CH:32]=[CH:31][N:30]=[CH:29]1. (5) Given the product [CH3:25][C:22]1[N:21]=[CH:20][C:19]([N:18]=[C:14]([NH2:15])[C:13]2[CH:12]=[CH:11][C:10]([N:1]3[C:5]4=[N:6][CH:7]=[CH:8][CH:9]=[C:4]4[CH:3]=[CH:2]3)=[CH:17][CH:16]=2)=[CH:24][CH:23]=1, predict the reactants needed to synthesize it. The reactants are: [N:1]1([C:10]2[CH:17]=[CH:16][C:13]([C:14]#[N:15])=[CH:12][CH:11]=2)[C:5]2=[N:6][CH:7]=[CH:8][CH:9]=[C:4]2[CH:3]=[CH:2]1.[NH2:18][C:19]1[CH:20]=[N:21][C:22]([CH3:25])=[CH:23][CH:24]=1.[H-].[Na+].CCOC(C)=O. (6) Given the product [OH:28][C:25]1[CH:26]=[CH:27][C:22]([CH:7]2[C:2](=[O:1])[CH2:3][CH2:4][N:5]([C:8]([O:10][C:11]([CH3:14])([CH3:13])[CH3:12])=[O:9])[CH2:6]2)=[C:23]([CH3:29])[CH:24]=1, predict the reactants needed to synthesize it. The reactants are: [O:1]=[C:2]1[CH2:7][CH2:6][N:5]([C:8]([O:10][C:11]([CH3:14])([CH3:13])[CH3:12])=[O:9])[CH2:4][CH2:3]1.CC(C)([O-])C.[Na+].Br[C:22]1[CH:27]=[CH:26][C:25]([OH:28])=[CH:24][C:23]=1[CH3:29]. (7) Given the product [C:8]([O:11][CH2:12][C:13]([CH3:43])([CH3:42])[CH2:14][N:15]1[C:21]2[CH:22]=[CH:23][C:24]([Cl:26])=[CH:25][C:20]=2[C@@H:19]([C:27]2[CH:32]=[CH:31][CH:30]=[C:29]([O:33][CH3:34])[C:28]=2[O:35][CH3:36])[O:18][C@H:17]([CH2:37][C:38]([NH:53][C:54]2[CH:55]=[C:56]([CH2:62][CH2:63][CH2:64][CH2:65][C:66]([O:68][CH2:69][CH3:70])=[O:67])[CH:57]=[CH:58][C:59]=2[O:60][CH3:61])=[O:39])[C:16]1=[O:41])(=[O:10])[CH3:9], predict the reactants needed to synthesize it. The reactants are: C(N(CC)CC)C.[C:8]([O:11][CH2:12][C:13]([CH3:43])([CH3:42])[CH2:14][N:15]1[C:21]2[CH:22]=[CH:23][C:24]([Cl:26])=[CH:25][C:20]=2[C@@H:19]([C:27]2[CH:32]=[CH:31][CH:30]=[C:29]([O:33][CH3:34])[C:28]=2[O:35][CH3:36])[O:18][C@H:17]([CH2:37][C:38](O)=[O:39])[C:16]1=[O:41])(=[O:10])[CH3:9].ClC(OCC(C)C)=O.Cl.[NH2:53][C:54]1[CH:55]=[C:56]([CH2:62][CH2:63][CH2:64][CH2:65][C:66]([O:68][CH2:69][CH3:70])=[O:67])[CH:57]=[CH:58][C:59]=1[O:60][CH3:61].N1C=CC=CC=1.Cl. (8) Given the product [C:24]1([C:21]2[N:19]3[N:20]=[C:15]([NH:14][CH2:11][CH2:38][CH2:39][N:40]4[CH2:43][CH2:44][CH2:42][CH2:41]4)[CH:16]=[CH:17][C:18]3=[N:23][CH:22]=2)[CH:25]=[CH:26][CH:32]=[CH:28][CH:29]=1, predict the reactants needed to synthesize it. The reactants are: C(OC(N1CC[CH:11]([NH:14][C:15]2[CH:16]=[CH:17][C:18]3[N:19]([C:21]([C:24]4[CH:29]=[CH:28]N=[C:26](OC)[CH:25]=4)=[CH:22][N:23]=3)[N:20]=2)CC1)=O)(C)(C)C.[CH2:32]1COCC1.Cl.[CH3:38][CH2:39][N:40]([CH2:43][CH3:44])[CH2:41][CH3:42].